From a dataset of Catalyst prediction with 721,799 reactions and 888 catalyst types from USPTO. Predict which catalyst facilitates the given reaction. (1) Reactant: C([Li])CCC.Br[C:7]1[CH:12]=[CH:11][C:10]([Cl:13])=[CH:9][CH:8]=1.[CH3:14][N:15]1[CH:20]2[CH2:21][CH2:22][CH:16]1[CH2:17][C:18](=[O:23])[CH2:19]2. Product: [Cl:13][C:10]1[CH:11]=[CH:12][C:7]([C:18]2([OH:23])[CH2:19][CH:20]3[N:15]([CH3:14])[CH:16]([CH2:22][CH2:21]3)[CH2:17]2)=[CH:8][CH:9]=1. The catalyst class is: 27. (2) Reactant: Br[C:2]1[CH:7]=[CH:6][C:5]([O:8][CH3:9])=[CH:4][CH:3]=1.C([Li])CCC.[O:15]=[C:16]1[CH2:22][CH2:21][CH2:20][N:19]([C:23]([O:25][C:26]([CH3:29])([CH3:28])[CH3:27])=[O:24])[CH2:18][CH2:17]1. Product: [OH:15][C:16]1([C:2]2[CH:7]=[CH:6][C:5]([O:8][CH3:9])=[CH:4][CH:3]=2)[CH2:22][CH2:21][CH2:20][N:19]([C:23]([O:25][C:26]([CH3:29])([CH3:28])[CH3:27])=[O:24])[CH2:18][CH2:17]1. The catalyst class is: 1. (3) Reactant: [CH3:1][N:2]1[C:10]2[C:5](=[CH:6][CH:7]=[CH:8][CH:9]=2)[C:4](C(O)=O)=[CH:3]1.C([N:16]([CH2:19]C)CC)C.C1(P(N=[N+]=[N-])(C2C=CC=CC=2)=[O:28])C=CC=CC=1.[C:38]1([C:44]2[N:48]=[C:47]([N:49]3[CH2:54][CH2:53][NH:52][CH2:51][CH2:50]3)[S:46][N:45]=2)[CH:43]=[CH:42][CH:41]=[CH:40][CH:39]=1. Product: [CH3:1][N:2]1[C:10]2[C:5](=[CH:6][CH:7]=[CH:8][CH:9]=2)[C:4]([NH:16][C:19]([N:52]2[CH2:53][CH2:54][N:49]([C:47]3[S:46][N:45]=[C:44]([C:38]4[CH:39]=[CH:40][CH:41]=[CH:42][CH:43]=4)[N:48]=3)[CH2:50][CH2:51]2)=[O:28])=[CH:3]1. The catalyst class is: 93. (4) Reactant: [OH:1][CH2:2][C:3]1[CH:4]=[C:5]([OH:12])[CH:6]=[CH:7][C:8]=1[N+:9]([O-:11])=[O:10].Br[CH2:14][CH3:15].C([O-])([O-])=O.[K+].[K+]. Product: [CH2:14]([O:12][C:5]1[CH:6]=[CH:7][C:8]([N+:9]([O-:11])=[O:10])=[C:3]([CH2:2][OH:1])[CH:4]=1)[CH3:15]. The catalyst class is: 3. (5) Reactant: [O:1]=[C:2]1[CH2:7][N:6]([C:8]([O:10][CH2:11][CH:12]2[C:24]3[CH:23]=[CH:22][CH:21]=[CH:20][C:19]=3[C:18]3[C:13]2=[CH:14][CH:15]=[CH:16][CH:17]=3)=[O:9])[CH2:5][CH2:4][N:3]1[C:25]([O:27][C:28]([CH3:31])([CH3:30])[CH3:29])=[O:26].C1COCC1.CC(C[AlH]CC(C)C)C. Product: [OH:1][CH:2]1[CH2:7][N:6]([C:8]([O:10][CH2:11][CH:12]2[C:13]3[CH:14]=[CH:15][CH:16]=[CH:17][C:18]=3[C:19]3[C:24]2=[CH:23][CH:22]=[CH:21][CH:20]=3)=[O:9])[CH2:5][CH2:4][N:3]1[C:25]([O:27][C:28]([CH3:31])([CH3:30])[CH3:29])=[O:26]. The catalyst class is: 2.